Dataset: Catalyst prediction with 721,799 reactions and 888 catalyst types from USPTO. Task: Predict which catalyst facilitates the given reaction. (1) Reactant: [N:1]1([C:7]([O:9][CH2:10][C:11]2[CH:16]=[CH:15][CH:14]=[CH:13][CH:12]=2)=[O:8])[CH2:6][CH2:5][NH:4][CH2:3][CH2:2]1.[CH:17]1([C:20](O)=[O:21])[CH2:19][CH2:18]1.Cl.C(N=C=NCCCN(C)C)C.ON1C2C=CC=CC=2N=N1.C(N(CC)CC)C. Product: [CH:17]1([C:20]([N:4]2[CH2:5][CH2:6][N:1]([C:7]([O:9][CH2:10][C:11]3[CH:16]=[CH:15][CH:14]=[CH:13][CH:12]=3)=[O:8])[CH2:2][CH2:3]2)=[O:21])[CH2:19][CH2:18]1. The catalyst class is: 35. (2) Reactant: [CH3:1][CH:2]([CH:9]([CH:21]([CH:23]([CH2:25][OH:26])[OH:24])[OH:22])[CH2:10][CH2:11][CH2:12][CH2:13][CH2:14][CH2:15][CH2:16][CH2:17][CH2:18][CH2:19][CH3:20])[CH2:3][CH2:4][CH2:5][CH2:6][CH2:7][CH3:8].[C:27]1([C:33]([C:41]2[CH:46]=[CH:45][CH:44]=[CH:43][CH:42]=2)([C:35]2[CH:40]=[CH:39][CH:38]=[CH:37][CH:36]=2)Cl)[CH:32]=[CH:31][CH:30]=[CH:29][CH:28]=1.C(N(CC)CC)C. Product: [CH3:1][CH:2]([CH:9]([C@@H:21]([CH:23]([CH2:25][O:26][C:33]([C:27]1[CH:32]=[CH:31][CH:30]=[CH:29][CH:28]=1)([C:41]1[CH:42]=[CH:43][CH:44]=[CH:45][CH:46]=1)[C:35]1[CH:36]=[CH:37][CH:38]=[CH:39][CH:40]=1)[OH:24])[OH:22])[CH2:10][CH2:11][CH2:12][CH2:13][CH2:14][CH2:15][CH2:16][CH2:17][CH2:18][CH2:19][CH3:20])[CH2:3][CH2:4][CH2:5][CH2:6][CH2:7][CH3:8]. The catalyst class is: 577. (3) Reactant: O=P(Cl)(Cl)[Cl:3].[CH3:6][C@H:7]1[C:15]2[C:14](O)=[N:13][CH:12]=[N:11][C:10]=2[CH2:9][CH2:8]1.C([O-])(O)=O.[Na+]. Product: [Cl:3][C:14]1[C:15]2[C@H:7]([CH3:6])[CH2:8][CH2:9][C:10]=2[N:11]=[CH:12][N:13]=1. The catalyst class is: 26. (4) Reactant: [OH:1][C:2]1[CH:7]=[CH:6][C:5]([CH:8]2[CH2:13][CH2:12][C:11](=[O:14])[CH2:10][CH2:9]2)=[CH:4][CH:3]=1.[CH2:15](Br)[C:16]1[CH:21]=[CH:20][CH:19]=[CH:18][CH:17]=1.C([O-])([O-])=O.[K+].[K+].CC(C)=O. Product: [CH2:15]([O:1][C:2]1[CH:3]=[CH:4][C:5]([CH:8]2[CH2:9][CH2:10][C:11](=[O:14])[CH2:12][CH2:13]2)=[CH:6][CH:7]=1)[C:16]1[CH:21]=[CH:20][CH:19]=[CH:18][CH:17]=1. The catalyst class is: 6. (5) Reactant: [Li]CCCC.Br[C:7]1[CH:12]=[CH:11][C:10]([O:13][CH2:14][CH2:15][CH3:16])=[CH:9][C:8]=1[O:17][CH3:18].[I:19]I. Product: [I:19][C:7]1[CH:12]=[CH:11][C:10]([O:13][CH2:14][CH2:15][CH3:16])=[CH:9][C:8]=1[O:17][CH3:18]. The catalyst class is: 1. (6) Reactant: [Cl:1][C:2]1[CH:10]=[CH:9][CH:8]=[CH:7][C:3]=1[CH2:4][CH2:5][NH2:6].[Br:11][C:12]1[CH:17]=[CH:16][CH:15]=[CH:14][C:13]=1[O:18][CH2:19][CH2:20]Cl.C(=O)([O-])[O-].[K+].[K+]. Product: [Br:11][C:12]1[CH:17]=[CH:16][CH:15]=[CH:14][C:13]=1[O:18][CH2:19][CH2:20][NH:6][CH2:5][CH2:4][C:3]1[CH:7]=[CH:8][CH:9]=[CH:10][C:2]=1[Cl:1]. The catalyst class is: 3. (7) The catalyst class is: 8. Product: [F:17][C:15]([F:16])([F:18])[S:12]([C:8]1[CH:7]=[C:6]([NH:5][C:4]2[N:3]=[C:1]([NH2:2])[NH:22][N:21]=2)[CH:11]=[CH:10][CH:9]=1)(=[O:13])=[O:14]. Reactant: [C:1](/[N:3]=[C:4](\SC)/[NH:5][C:6]1[CH:11]=[CH:10][CH:9]=[C:8]([S:12]([C:15]([F:18])([F:17])[F:16])(=[O:14])=[O:13])[CH:7]=1)#[N:2].[NH2:21][NH2:22]. (8) Reactant: [OH:1][C:2]1([C:13]2[S:14][CH:15]=[CH:16][N:17]=2)[CH2:7][CH2:6][CH:5]([C:8]([O:10][CH2:11][CH3:12])=[O:9])[CH2:4][CH2:3]1.[Br:18]N1C(=O)CCC1=O.S([O-])([O-])=O.[Na+].[Na+]. Product: [Br:18][C:15]1[S:14][C:13]([C:2]2([OH:1])[CH2:7][CH2:6][CH:5]([C:8]([O:10][CH2:11][CH3:12])=[O:9])[CH2:4][CH2:3]2)=[N:17][CH:16]=1. The catalyst class is: 18. (9) Reactant: [CH3:1][NH:2][CH3:3].CCN(CC)CC.[Br:11][CH:12]([CH2:16][CH2:17][CH2:18][Br:19])[C:13](Cl)=[O:14]. Product: [Br:11][CH:12]([CH2:16][CH2:17][CH2:18][Br:19])[C:13]([N:2]([CH3:3])[CH3:1])=[O:14]. The catalyst class is: 2. (10) Reactant: [OH:1][CH:2]([C:41]1[CH:46]=[CH:45][CH:44]=[C:43]([C:47]([F:50])([F:49])[F:48])[CH:42]=1)[C:3]1[CH:8]=[CH:7][N:6]=[C:5]([C:9]2[CH:14]=[C:13]([N:15]3[CH2:20][CH2:19][CH2:18][CH2:17][CH2:16]3)[CH:12]=[CH:11][C:10]=2[NH:21][C:22]([C:24]2[CH:25]=[C:26]([CH:38]=[CH:39][CH:40]=2)[CH2:27][S:28][CH2:29][CH2:30][C:31]([O:33][C:34]([CH3:37])([CH3:36])[CH3:35])=[O:32])=[O:23])[CH:4]=1.C(N(C(C)C)CC)(C)C.CS(C)=O. Product: [N:15]1([C:13]2[CH:12]=[CH:11][C:10]([NH:21][C:22]([C:24]3[CH:25]=[C:26]([CH:38]=[CH:39][CH:40]=3)[CH2:27][S:28][CH2:29][CH2:30][C:31]([O:33][C:34]([CH3:37])([CH3:36])[CH3:35])=[O:32])=[O:23])=[C:9]([C:5]3[CH:4]=[C:3]([C:2](=[O:1])[C:41]4[CH:46]=[CH:45][CH:44]=[C:43]([C:47]([F:50])([F:48])[F:49])[CH:42]=4)[CH:8]=[CH:7][N:6]=3)[CH:14]=2)[CH2:20][CH2:19][CH2:18][CH2:17][CH2:16]1. The catalyst class is: 4.